From a dataset of NCI-60 drug combinations with 297,098 pairs across 59 cell lines. Regression. Given two drug SMILES strings and cell line genomic features, predict the synergy score measuring deviation from expected non-interaction effect. Drug 2: CN(CCCl)CCCl.Cl. Synergy scores: CSS=26.0, Synergy_ZIP=-1.01, Synergy_Bliss=-3.49, Synergy_Loewe=-5.92, Synergy_HSA=-4.59. Cell line: DU-145. Drug 1: C1=CC(=CC=C1C#N)C(C2=CC=C(C=C2)C#N)N3C=NC=N3.